Dataset: Forward reaction prediction with 1.9M reactions from USPTO patents (1976-2016). Task: Predict the product of the given reaction. Given the reactants [C:1]([N:4]1[CH2:9][CH2:8][CH:7]([C:10]2[C:18]3[C:13](=[CH:14][CH:15]=[CH:16][CH:17]=3)[N:12]([CH2:19][C:20]3[CH:25]=[CH:24][C:23]([N+:26]([O-])=O)=[CH:22][CH:21]=3)[CH:11]=2)[CH2:6][CH2:5]1)(=[O:3])[CH3:2].C([O-])=O.[NH4+].C(O)C, predict the reaction product. The product is: [C:1]([N:4]1[CH2:5][CH2:6][CH:7]([C:10]2[C:18]3[C:13](=[CH:14][CH:15]=[CH:16][CH:17]=3)[N:12]([CH2:19][C:20]3[CH:21]=[CH:22][C:23]([NH2:26])=[CH:24][CH:25]=3)[CH:11]=2)[CH2:8][CH2:9]1)(=[O:3])[CH3:2].